Dataset: CYP2C9 inhibition data for predicting drug metabolism from PubChem BioAssay. Task: Regression/Classification. Given a drug SMILES string, predict its absorption, distribution, metabolism, or excretion properties. Task type varies by dataset: regression for continuous measurements (e.g., permeability, clearance, half-life) or binary classification for categorical outcomes (e.g., BBB penetration, CYP inhibition). Dataset: cyp2c9_veith. The molecule is N#CNC1=NCN(CCc2ccccc2)CN1. The result is 0 (non-inhibitor).